From a dataset of Forward reaction prediction with 1.9M reactions from USPTO patents (1976-2016). Predict the product of the given reaction. (1) Given the reactants [ClH:1].C(OCC)C.[CH2:7]([O:9][C:10](=[O:28])[CH2:11][CH2:12][NH:13][C:14]1[N:19]=[C:18]([N:20]([O:22][CH3:23])[CH3:21])[N:17]=[C:16]([NH:24][CH2:25][C:26]#[CH:27])[N:15]=1)[CH3:8], predict the reaction product. The product is: [ClH:1].[CH2:7]([O:9][C:10](=[O:28])[CH2:11][CH2:12][NH:13][C:14]1[N:19]=[C:18]([N:20]([O:22][CH3:23])[CH3:21])[N:17]=[C:16]([NH:24][CH2:25][C:26]#[CH:27])[N:15]=1)[CH3:8]. (2) Given the reactants [C:1]([C:4]1[C:22](=[O:23])[C@@:8]2([CH3:24])[C:9]3[C:15]([OH:16])=[CH:14][C:13]([O:17][CH3:18])=[C:12]([C:19]([NH2:21])=[O:20])[C:10]=3[O:11][C:7]2=[CH:6][C:5]=1[OH:25])(=[O:3])[CH3:2].[CH:26]([C:28]1[CH:37]=[CH:36][C:35]2[C:30](=[CH:31][CH:32]=[CH:33][CH:34]=2)[C:29]=1[CH:38]=O)=[CH2:27].C([SiH](CC)CC)C.FC(F)(F)C(O)=O, predict the reaction product. The product is: [C:1]([C:4]1[C:22](=[O:23])[C@@:8]2([CH3:24])[C:9]3[C:15]([OH:16])=[CH:14][C:13]([O:17][CH3:18])=[C:12]([C:19]([NH:21][CH2:38][C:29]4[C:30]5[C:35](=[CH:34][CH:33]=[CH:32][CH:31]=5)[CH:36]=[CH:37][C:28]=4[CH:26]=[CH2:27])=[O:20])[C:10]=3[O:11][C:7]2=[CH:6][C:5]=1[OH:25])(=[O:3])[CH3:2]. (3) Given the reactants [NH2:1][C:2]1[C:6]([C:7]#[N:8])=[CH:5][NH:4][N:3]=1.O/[C:10](/[C:16]([O-:18])=[O:17])=[C:11](/[OH:15])\[C:12]([O-:14])=O.[C:19](OCC)(=O)C, predict the reaction product. The product is: [CH3:19][O:18][C:16]([C:10]1[N:1]=[C:2]2[C:6]([C:7]#[N:8])=[CH:5][NH:4][N:3]2[C:12](=[O:14])[C:11]=1[OH:15])=[O:17].